Dataset: Experimentally validated miRNA-target interactions with 360,000+ pairs, plus equal number of negative samples. Task: Binary Classification. Given a miRNA mature sequence and a target amino acid sequence, predict their likelihood of interaction. The miRNA is hsa-miR-494-5p with sequence AGGUUGUCCGUGUUGUCUUCUCU. The protein sequence of the target gene is MKQRKGQGPGGGRGRKKRGLSDISPSTSLPPLVEGQLRCFLKLTINKVVWKIAKPPTSVLVRVRWWGETSDGTLFCPRDALQTEPKAVRTTTRYGIRCGPKQFTSYLTDMAVLVLEVITKFDHLPVGRVQISGLAQLSPTHQINGFFTIVSPASKKLGELQVSLALEPLSETYDSYKPLPATEVTKNVLLSERELRENTESSNTQSMIPSRSCRGPAIKIDGKELAGHSSRSTTPRGKDHLYFAENSDAVKGSLCGLQQHLNQGTNVETITLRGKAPQKQLSLLNSSEFQPQISTVAKSH.... Result: 0 (no interaction).